Dataset: Peptide-MHC class I binding affinity with 185,985 pairs from IEDB/IMGT. Task: Regression. Given a peptide amino acid sequence and an MHC pseudo amino acid sequence, predict their binding affinity value. This is MHC class I binding data. The peptide sequence is ILLSRCLWWT. The MHC is HLA-A68:02 with pseudo-sequence HLA-A68:02. The binding affinity (normalized) is 0.